From a dataset of Reaction yield outcomes from USPTO patents with 853,638 reactions. Predict the reaction yield, written as a fraction of the theoretical maximum amount of product (1.0 means a 100% yield; for example, 0.34 means a 34% yield). (1) The reactants are [O:1]=[C:2]1[C:7]2[CH:8]=[CH:9][CH:10]=[CH:11][C:6]=2[S:5][C:4]([C:12]2[CH:17]=[C:16]([CH:18]3[CH2:22][CH2:21][CH2:20][N:19]3C(OC(C)(C)C)=O)[CH:15]=[CH:14][N:13]=2)=[N:3]1.C(OCC)(=O)C.[ClH:36]. The catalyst is C(OCC)(=O)C. The product is [ClH:36].[NH:19]1[CH2:20][CH2:21][CH2:22][CH:18]1[C:16]1[CH:15]=[CH:14][N:13]=[C:12]([C:4]2[S:5][C:6]3[CH:11]=[CH:10][CH:9]=[CH:8][C:7]=3[C:2](=[O:1])[N:3]=2)[CH:17]=1. The yield is 0.310. (2) The reactants are [CH:1]1([C:4]2[CH:32]=[CH:31][C:7]([CH2:8][O:9][C:10]3[CH:15]=[CH:14][C:13]([CH:16]4[CH2:19][N:18]([C:20]([C:22]5[CH:27]=[C:26]([OH:28])[CH:25]=[CH:24][N:23]=5)=[O:21])[CH2:17]4)=[CH:12][C:11]=3[O:29][CH3:30])=[CH:6][CH:5]=2)[CH2:3][CH2:2]1.Cl.C1(C2C=CC([CH2:54][O:53][C:44]3[CH:45]=CC(C4CNC4)=[CH:45][C:44]=3[O:53][CH3:54])=CC=2)CC1.S(C1C=CC([N+]([O-])=O)=CC=1)(OC[C@@H]1OC1)(=O)=O.C([O-])([O-])=O.[K+].[K+]. The catalyst is CS(C)=O.O. The product is [CH:1]1([C:4]2[CH:32]=[CH:31][C:7]([CH2:8][O:9][C:10]3[CH:15]=[CH:14][C:13]([CH:16]4[CH2:19][N:18]([C:20]([C:22]5[CH:27]=[C:26]([O:28][CH2:45][C@H:44]6[CH2:54][O:53]6)[CH:25]=[CH:24][N:23]=5)=[O:21])[CH2:17]4)=[CH:12][C:11]=3[O:29][CH3:30])=[CH:6][CH:5]=2)[CH2:3][CH2:2]1. The yield is 0.940. (3) The reactants are [N+]([C:4]1[CH:11]=[C:10]([C:12]([F:15])([F:14])[F:13])[CH:9]=[CH:8][C:5]=1[C:6]#[N:7])([O-])=O.[C:16]([O:20][CH3:21])(=[O:19])[CH2:17][SH:18].CN1C(=O)CCC1.O.[OH-].[Li+]. The catalyst is O. The product is [C:16]([C:17]1[S:18][C:4]2[CH:11]=[C:10]([C:12]([F:15])([F:14])[F:13])[CH:9]=[CH:8][C:5]=2[C:6]=1[NH2:7])([O:20][CH3:21])=[O:19]. The yield is 0.847. (4) The reactants are [Cl:1][C:2]1[CH:7]=[CH:6][C:5]([S:8]([CH:11]([C:28]2[CH:33]=[C:32]([F:34])[CH:31]=[CH:30][C:29]=2[F:35])[CH2:12][CH2:13][CH2:14][CH2:15][N:16]([S:24]([CH3:27])(=[O:26])=[O:25])C(=O)OC(C)(C)C)(=[O:10])=[O:9])=[CH:4][CH:3]=1.FC(F)(F)C(O)=O.CCCCCC.C(OCC)(=O)C.CCCCCC. The catalyst is ClCCl. The product is [Cl:1][C:2]1[CH:7]=[CH:6][C:5]([S:8]([CH:11]([C:28]2[CH:33]=[C:32]([F:34])[CH:31]=[CH:30][C:29]=2[F:35])[CH2:12][CH2:13][CH2:14][CH2:15][NH:16][S:24]([CH3:27])(=[O:26])=[O:25])(=[O:10])=[O:9])=[CH:4][CH:3]=1. The yield is 0.850. (5) The reactants are [Cl:1][C:2]1[CH:3]=[C:4]([CH:6]=[C:7]([Cl:9])[CH:8]=1)[NH2:5].C([O-])(O)=O.[Na+].[C:15](Cl)(Cl)=[S:16]. The catalyst is C(Cl)Cl. The product is [Cl:1][C:2]1[CH:3]=[C:4]([N:5]=[C:15]=[S:16])[CH:6]=[C:7]([Cl:9])[CH:8]=1. The yield is 0.721. (6) The reactants are [Br:1][C:2]1[CH:3]=[C:4]([C:9]([NH2:27])([CH:21]2[NH:26][CH2:25][CH:24]=[CH:23][NH:22]2)[C:10]2[CH:15]=[CH:14][C:13]([O:16][C:17]([F:20])([F:19])[F:18])=[CH:12][CH:11]=2)[CH:5]=[CH:6][C:7]=1[F:8].[N:28]#[C:29]Br. The catalyst is C(#N)C. The product is [Br:1][C:2]1[CH:3]=[C:4]([C:9]2([C:10]3[CH:11]=[CH:12][C:13]([O:16][C:17]([F:20])([F:19])[F:18])=[CH:14][CH:15]=3)[C:21]3=[N:26][CH2:25][CH2:24][CH2:23][N:22]3[C:29]([NH2:28])=[N:27]2)[CH:5]=[CH:6][C:7]=1[F:8]. The yield is 0.360. (7) The reactants are [Br:1][C:2]1[CH:9]=[CH:8][C:5]([CH2:6]Br)=[CH:4][CH:3]=1.Cl.[F:11][CH2:12][CH2:13][CH2:14][NH2:15].C(N(C(C)C)CC)(C)C.C(=O)(O)[O-].[Na+].[O:30](C(OC(C)(C)C)=O)[C:31]([O:33][C:34]([CH3:37])([CH3:36])[CH3:35])=O. The catalyst is CN(C=O)C.CCOC(C)=O.O. The product is [C:34]([O:33][C:31](=[O:30])[N:15]([CH2:6][C:5]1[CH:8]=[CH:9][C:2]([Br:1])=[CH:3][CH:4]=1)[CH2:14][CH2:13][CH2:12][F:11])([CH3:37])([CH3:36])[CH3:35]. The yield is 0.578. (8) The reactants are [CH3:1][O:2][C:3]([C:5]1[S:6][C:7](/[CH:13]=[CH:14]/[C:15]2[CH:16]=[C:17]3[C:22](=[CH:23][CH:24]=2)[N:21]=[C:20]([Cl:25])[CH:19]=[CH:18]3)=[C:8]([N+:10]([O-])=O)[CH:9]=1)=[O:4]. The catalyst is P(OCC)(OCC)OCC. The product is [CH3:1][O:2][C:3]([C:5]1[S:6][C:7]2[CH:13]=[C:14]([C:15]3[CH:16]=[C:17]4[C:22](=[CH:23][CH:24]=3)[N:21]=[C:20]([Cl:25])[CH:19]=[CH:18]4)[NH:10][C:8]=2[CH:9]=1)=[O:4]. The yield is 0.400. (9) The reactants are Cl[C:2]1[C:7]([CH:8]=[O:9])=[C:6]([Cl:10])[N:5]=[C:4]([S:11][CH3:12])[N:3]=1.[CH:13]1([NH2:19])[CH2:18][CH2:17][CH2:16][CH2:15][CH2:14]1. The catalyst is C(#N)C.O. The product is [Cl:10][C:6]1[C:7]([CH:8]=[O:9])=[C:2]([NH:19][CH:13]2[CH2:18][CH2:17][CH2:16][CH2:15][CH2:14]2)[N:3]=[C:4]([S:11][CH3:12])[N:5]=1. The yield is 0.990.